This data is from Full USPTO retrosynthesis dataset with 1.9M reactions from patents (1976-2016). The task is: Predict the reactants needed to synthesize the given product. (1) The reactants are: [C:1]1([C@@H:7]([NH:9][C:10](=[O:45])[CH2:11][C@H:12]([O:37][Si](C(C)(C)C)(C)C)[CH2:13][C:14](=[O:36])/[CH:15]=[CH:16]/[C:17]2[N:18]([CH:33]([CH3:35])[CH3:34])[C:19]3[C:24]([C:25]=2[C:26]2[CH:31]=[CH:30][C:29]([F:32])=[CH:28][CH:27]=2)=[CH:23][CH:22]=[CH:21][CH:20]=3)[CH3:8])[CH:6]=[CH:5][CH:4]=[CH:3][CH:2]=1.Cl.C1([C@@H](NC(=O)C[C@H](O)CC(=O)/C=C/C2C(C3CC3)=NC3C(C=2C2C=CC(F)=CC=2)=CC=CC=3)C)C=CC=CC=1. Given the product [C:1]1([C@@H:7]([NH:9][C:10](=[O:45])[CH2:11][C@H:12]([OH:37])[CH2:13][C:14](=[O:36])/[CH:15]=[CH:16]/[C:17]2[N:18]([CH:33]([CH3:34])[CH3:35])[C:19]3[C:24]([C:25]=2[C:26]2[CH:27]=[CH:28][C:29]([F:32])=[CH:30][CH:31]=2)=[CH:23][CH:22]=[CH:21][CH:20]=3)[CH3:8])[CH:6]=[CH:5][CH:4]=[CH:3][CH:2]=1, predict the reactants needed to synthesize it. (2) Given the product [CH:1]([C:3]1[CH:4]=[CH:5][CH:6]=[C:7]([OH:8])[C:12]=1[C:11]([O:10][CH3:9])=[O:13])=[CH2:2], predict the reactants needed to synthesize it. The reactants are: [CH:1]([C:3]1[C:12]2[C:11](=[O:13])[O:10][C:9](C)(C)[O:8][C:7]=2[CH:6]=[CH:5][CH:4]=1)=[CH2:2].C[O-].[Na+].CO. (3) Given the product [CH:1]([O:4][C:5]1[CH:6]=[C:7]([CH:20]=[C:21]([C:23](=[O:30])[NH:24][C:25]2[CH:29]=[CH:28][NH:27][N:26]=2)[CH:22]=1)[O:8][C:9]1[CH:10]=[CH:11][C:12]([C:15]([OH:17])=[O:16])=[N:13][CH:14]=1)([CH3:3])[CH3:2], predict the reactants needed to synthesize it. The reactants are: [CH:1]([O:4][C:5]1[CH:6]=[C:7]([CH:20]=[C:21]([C:23](=[O:30])[NH:24][C:25]2[CH:29]=[CH:28][NH:27][N:26]=2)[CH:22]=1)[O:8][C:9]1[CH:10]=[CH:11][C:12]([C:15]([O:17]CC)=[O:16])=[N:13][CH:14]=1)([CH3:3])[CH3:2].CO.[OH-].[Na+].Cl.